The task is: Regression. Given two drug SMILES strings and cell line genomic features, predict the synergy score measuring deviation from expected non-interaction effect.. This data is from NCI-60 drug combinations with 297,098 pairs across 59 cell lines. (1) Drug 1: CC1OCC2C(O1)C(C(C(O2)OC3C4COC(=O)C4C(C5=CC6=C(C=C35)OCO6)C7=CC(=C(C(=C7)OC)O)OC)O)O. Drug 2: CCN(CC)CCNC(=O)C1=C(NC(=C1C)C=C2C3=C(C=CC(=C3)F)NC2=O)C. Cell line: CCRF-CEM. Synergy scores: CSS=55.4, Synergy_ZIP=2.71, Synergy_Bliss=3.04, Synergy_Loewe=-10.6, Synergy_HSA=1.93. (2) Drug 1: C1=CC=C(C=C1)NC(=O)CCCCCCC(=O)NO. Drug 2: CC1=C(N=C(N=C1N)C(CC(=O)N)NCC(C(=O)N)N)C(=O)NC(C(C2=CN=CN2)OC3C(C(C(C(O3)CO)O)O)OC4C(C(C(C(O4)CO)O)OC(=O)N)O)C(=O)NC(C)C(C(C)C(=O)NC(C(C)O)C(=O)NCCC5=NC(=CS5)C6=NC(=CS6)C(=O)NCCC[S+](C)C)O. Cell line: SF-268. Synergy scores: CSS=30.4, Synergy_ZIP=-3.43, Synergy_Bliss=4.29, Synergy_Loewe=5.80, Synergy_HSA=7.72.